Dataset: Peptide-MHC class I binding affinity with 185,985 pairs from IEDB/IMGT. Task: Regression. Given a peptide amino acid sequence and an MHC pseudo amino acid sequence, predict their binding affinity value. This is MHC class I binding data. (1) The peptide sequence is HYRALSGVF. The MHC is HLA-A26:01 with pseudo-sequence HLA-A26:01. The binding affinity (normalized) is 0.125. (2) The peptide sequence is IELPEKDSW. The MHC is HLA-B44:03 with pseudo-sequence HLA-B44:03. The binding affinity (normalized) is 0.398.